The task is: Predict the product of the given reaction.. This data is from Forward reaction prediction with 1.9M reactions from USPTO patents (1976-2016). Given the reactants [CH3:1][O:2][C:3]1[CH:10]=[CH:9][CH:8]=[CH:7][C:4]=1[CH:5]=O.[NH2:11][C:12]1[CH:16]=[CH:15][NH:14][N:13]=1.O=[C:18]([CH2:25][CH2:26][CH2:27][CH3:28])[CH2:19][C:20]([O:22][CH2:23][CH3:24])=[O:21], predict the reaction product. The product is: [CH2:25]([C:18]1[NH:11][C:12]2=[N:13][NH:14][CH:15]=[C:16]2[CH:5]([C:4]2[CH:7]=[CH:8][CH:9]=[CH:10][C:3]=2[O:2][CH3:1])[C:19]=1[C:20]([O:22][CH2:23][CH3:24])=[O:21])[CH2:26][CH2:27][CH3:28].